This data is from Reaction yield outcomes from USPTO patents with 853,638 reactions. The task is: Predict the reaction yield, written as a fraction of the theoretical maximum amount of product (1.0 means a 100% yield; for example, 0.34 means a 34% yield). (1) The reactants are [C:1]([C:3]1[CH:19]=[CH:18][C:6]([O:7][C:8]2[CH:9]=[CH:10][C:11]3[B:15]([OH:16])[O:14][CH2:13][C:12]=3[CH:17]=2)=[C:5]([CH2:20][NH:21]C=O)[CH:4]=1)#[N:2].[ClH:24]. The catalyst is C(O)C. The product is [ClH:24].[NH2:21][CH2:20][C:5]1[CH:4]=[C:3]([C:1]#[N:2])[CH:19]=[CH:18][C:6]=1[O:7][C:8]1[CH:9]=[CH:10][C:11]2[B:15]([OH:16])[O:14][CH2:13][C:12]=2[CH:17]=1. The yield is 0.980. (2) The reactants are [NH2:1][CH:2]([CH2:6][CH3:7])[C:3]([OH:5])=[O:4].Cl[Si](C)(C)C.C(N(C(C)C)CC)(C)C.[Cl:22][C:23]1[CH:31]=[CH:30][CH:29]=[CH:28][C:24]=1[C:25](Cl)=[O:26]. The catalyst is ClCCl. The product is [Cl:22][C:23]1[CH:31]=[CH:30][CH:29]=[CH:28][C:24]=1[C:25]([NH:1][CH:2]([CH2:6][CH3:7])[C:3]([OH:5])=[O:4])=[O:26]. The yield is 0.770. (3) The reactants are [C:1]([C:5]1[CH:22]=[C:21]([F:23])[CH:20]=[CH:19][C:6]=1[O:7][CH:8]1[CH2:13][CH2:12][N:11]([C:14](=[O:18])[CH2:15][C:16]#[N:17])[CH2:10][CH2:9]1)([CH3:4])([CH3:3])[CH3:2].[Cl-].[NH4+].[N-:26]=[N+:27]=[N-:28].[Na+]. The catalyst is CN(C=O)C. The product is [C:1]([C:5]1[CH:22]=[C:21]([F:23])[CH:20]=[CH:19][C:6]=1[O:7][CH:8]1[CH2:9][CH2:10][N:11]([C:14](=[O:18])[CH2:15][C:16]2[NH:28][N:27]=[N:26][N:17]=2)[CH2:12][CH2:13]1)([CH3:4])([CH3:2])[CH3:3]. The yield is 0.150. (4) The reactants are [O:1]=[C:2]1[N:6]([C@@H:7]([C:9]2[CH:14]=[CH:13][CH:12]=[CH:11][CH:10]=2)[CH3:8])[CH2:5][CH:4]([C:15]([OH:17])=[O:16])[CH2:3]1. The catalyst is ClCCl. The product is [O:1]=[C:2]1[N:6]([C@@H:7]([C:9]2[CH:14]=[CH:13][CH:12]=[CH:11][CH:10]=2)[CH3:8])[CH2:5][CH:4]([C:15]([O:17][C:4]([CH3:15])([CH3:5])[CH3:3])=[O:16])[CH2:3]1. The yield is 0.640. (5) The yield is 0.950. The catalyst is O.[Cl-].C([N+](C)(C)C)C1C=CC=CC=1.CN(C)C1C=CN=CC=1.ClCCl.C(C(C)=O)C(C)C. The reactants are [S:1]([CH2:5][CH2:6][OH:7])([O-:4])(=[O:3])=[O:2].[Na+].C(N(CC)CC)C.[C:16]12([C:26](Cl)=[O:27])[CH2:25][CH:20]3[CH2:21][CH:22]([CH2:24][CH:18]([CH2:19]3)[CH2:17]1)[CH2:23]2.S([O-])(O)(=O)=O.[C:34]([C:38]1[CH:43]=[CH:42][C:41]([I+:44][C:45]2[CH:50]=[CH:49][C:48]([C:51]([CH3:54])([CH3:53])[CH3:52])=[CH:47][CH:46]=2)=[CH:40][CH:39]=1)([CH3:37])([CH3:36])[CH3:35]. The product is [C:16]12([C:26]([O:7][CH2:6][CH2:5][S:1]([O-:4])(=[O:3])=[O:2])=[O:27])[CH2:23][CH:22]3[CH2:21][CH:20]([CH2:19][CH:18]([CH2:24]3)[CH2:17]1)[CH2:25]2.[C:51]([C:48]1[CH:49]=[CH:50][C:45]([I+:44][C:41]2[CH:40]=[CH:39][C:38]([C:34]([CH3:37])([CH3:36])[CH3:35])=[CH:43][CH:42]=2)=[CH:46][CH:47]=1)([CH3:54])([CH3:53])[CH3:52]. (6) The reactants are [F:1][C:2]1[CH:3]=[N:4][C:5]([N:8]([CH2:31][C:32]2[CH:37]=[CH:36][C:35]([O:38][CH3:39])=[CH:34][CH:33]=2)[C:9]2[S:10][C:11]3[CH2:17][CH2:16][NH:15][C:14]4=[N:18][N:19]([CH2:21][C:22]5[CH:27]=[CH:26][C:25]([O:28][CH3:29])=[CH:24][CH:23]=5)[CH:20]=[C:13]4[C:12]=3[N:30]=2)=[N:6][CH:7]=1.[Li+].C[Si]([N-][Si](C)(C)C)(C)C.I[CH2:51][CH:52]1[CH2:56][CH2:55][CH2:54][CH2:53]1. No catalyst specified. The product is [CH:52]1([CH2:51][N:15]2[CH2:16][CH2:17][C:11]3[S:10][C:9]([N:8]([C:5]4[N:6]=[CH:7][C:2]([F:1])=[CH:3][N:4]=4)[CH2:31][C:32]4[CH:33]=[CH:34][C:35]([O:38][CH3:39])=[CH:36][CH:37]=4)=[N:30][C:12]=3[C:13]3=[CH:20][N:19]([CH2:21][C:22]4[CH:23]=[CH:24][C:25]([O:28][CH3:29])=[CH:26][CH:27]=4)[N:18]=[C:14]23)[CH2:56][CH2:55][CH2:54][CH2:53]1. The yield is 0.690. (7) The reactants are [CH3:1][C:2]([C:4]1[CH:9]=[CH:8][C:7]([Br:10])=[CH:6][CH:5]=1)=O.[C:11]1([Li])[CH:16]=[CH:15][CH:14]=[CH:13][CH:12]=1. The catalyst is C(OCC)C. The product is [Br:10][C:7]1[CH:8]=[CH:9][C:4]([C:2]([C:11]2[CH:16]=[CH:15][CH:14]=[CH:13][CH:12]=2)=[CH2:1])=[CH:5][CH:6]=1. The yield is 0.840. (8) The reactants are [OH:1][C:2]1[CH:10]=[C:9]([OH:11])[C:8]([Br:12])=[CH:7][C:3]=1[C:4]([OH:6])=[O:5].C(=O)([O-])[O-].[K+].[K+].[CH2:19](Br)[C:20]1[CH:25]=[CH:24][CH:23]=[CH:22][CH:21]=1.[OH-].[K+].Cl. The catalyst is CN(C=O)C.O.CO. The product is [CH2:19]([O:1][C:2]1[CH:10]=[C:9]([O:11][CH2:4][C:3]2[CH:7]=[CH:8][CH:9]=[CH:10][CH:2]=2)[C:8]([Br:12])=[CH:7][C:3]=1[C:4]([OH:6])=[O:5])[C:20]1[CH:25]=[CH:24][CH:23]=[CH:22][CH:21]=1. The yield is 0.560. (9) The reactants are [H-].[Al+3].[Li+].[H-].[H-].[H-].[CH2:7]([N:14]1[CH2:19][CH2:18][CH2:17][C@@H:16]([NH:20][C:21]2[CH:31]=[CH:30][C:24]([C:25](OCC)=[O:26])=[CH:23][N:22]=2)[CH2:15]1)[C:8]1[CH:13]=[CH:12][CH:11]=[CH:10][CH:9]=1.CO.O. The yield is 1.00. The catalyst is O1CCCC1. The product is [CH2:7]([N:14]1[CH2:19][CH2:18][CH2:17][C@@H:16]([NH:20][C:21]2[N:22]=[CH:23][C:24]([CH2:25][OH:26])=[CH:30][CH:31]=2)[CH2:15]1)[C:8]1[CH:9]=[CH:10][CH:11]=[CH:12][CH:13]=1.